From a dataset of Drug-target binding data from BindingDB using Ki measurements. Regression. Given a target protein amino acid sequence and a drug SMILES string, predict the binding affinity score between them. We predict pKi (pKi = -log10(Ki in M); higher means stronger inhibition). Dataset: bindingdb_ki. (1) The small molecule is COc1cccc(OC)c1OCCNCC1Oc2ccccc2OC1c1ccccc1. The target protein (Q9WU25) has sequence MVFLSGNASDSSNCTQPPAPVNIPKAILLGVILGVLILFGVPGNILVILSVACHRHLHSVTHYYIVNLAVADLLLTSTVLPFSAIFEILGYWAFGRVFCNIWAAVDVLCCTASIMSLCIISIDRYIGVSYPLRYPTIVTQRRGLRALLCLWALSLVISIGPLFGWRQPAPQDETICQINEDPSYVLFSALGSFYVPLAIILVMYCRVYVVAKRESRGLTSGLKTDKSDSEQVTLRIHRKNAPLGGSGVASSKNKTHFSVRLLKFSREKKAAKTLGIVVGCFVLCWLPFFLVMPIGSFFPDFKPSETVFKIVFWLGYLNSCINPIIYPCSSQEFKKAFQNVLKIQCLRRKQSSKHALGYTLHPPSQAVEGQHKDMVRIPVGSRETFYKISKTDGVCEWKFFSSMPRGSARITVPKDQSACTTARVRSKSFLQVCCCVGPSTPNPGENHQVPTIKIHTISLSENGEEV. The pKi is 9.7. (2) The small molecule is CCCC(NC(=O)[C@@H]1CCCN1C(=O)[C@@H](NC(=O)OCC(C)C)C(C)C)C(=O)C(=O)NCC(=O)N[C@@H](CC(=O)[O-])C(=O)[O-]. The target protein (P27958) has sequence MSTNPKPQRKTKRNTNRRPQDVKFPGGGQIVGGVYLLPRRGPRLGVRATRKTSERSQPRGRRQPIPKARRPEGRTWAQPGYPWPLYGNEGCGWAGWLLSPRGSRPSWGPTDPRRRSRNLGKVIDTLTCGFADLMGYIPLVGAPLGGAARALAHGVRVLEDGVNYATGNLPGCSFSIFLLALLSCLTVPASAYQVRNSSGLYHVTNDCPNSSVVYEAADAILHTPGCVPCVREGNASRCWVAVTPTVATRDGKLPTTQLRRHIDLLVGSATLCSALYVGDLCGSVFLVGQLFTFSPRHHWTTQDCNCSIYPGHITGHRMAWNMMMNWSPTAALVVAQLLRIPQAIMDMIAGAHWGVLAGIKYFSMVGNWAKVLVVLLLFAGVDAETHVTGGNAGRTTAGLVGLLTPGAKQNIQLINTNGSWHINSTALNCNESLNTGWLAGLFYQHKFNSSGCPERLASCRRLTDFAQGWGPISYANGSGLDERPYCWHYPPRPCGIVPAK.... The pKi is 4.0.